From a dataset of Full USPTO retrosynthesis dataset with 1.9M reactions from patents (1976-2016). Predict the reactants needed to synthesize the given product. (1) Given the product [O:1]1[CH:5]=[CH:4][CH:3]=[C:2]1[C:6]1[O:7][CH:8]=[C:9]([CH2:11][O:12][C:13]2[CH:20]=[CH:19][C:16]([CH2:17][OH:18])=[CH:15][C:14]=2[O:21][CH3:22])[N:10]=1, predict the reactants needed to synthesize it. The reactants are: [O:1]1[CH:5]=[CH:4][CH:3]=[C:2]1[C:6]1[O:7][CH:8]=[C:9]([CH2:11][O:12][C:13]2[CH:20]=[CH:19][C:16]([CH:17]=[O:18])=[CH:15][C:14]=2[O:21][CH3:22])[N:10]=1.C(O)C.[BH4-].[Na+].O. (2) Given the product [O:36]1[CH2:37][CH:38]=[C:39]([C:2]2[N:7]=[CH:6][C:5]([C:8]3[CH:9]=[N:10][CH:11]=[C:12]([O:14][CH3:15])[CH:13]=3)=[C:4]([NH:16][C:17]3[C:26]4[C:21](=[CH:22][C:23]([F:28])=[CH:24][C:25]=4[F:27])[N:20]=[C:19]([N:29]4[CH2:33][CH2:32][CH2:31][C:30]4=[O:34])[C:18]=3[CH3:35])[CH:3]=2)[CH2:40][CH2:41]1, predict the reactants needed to synthesize it. The reactants are: Cl[C:2]1[N:7]=[CH:6][C:5]([C:8]2[CH:9]=[N:10][CH:11]=[C:12]([O:14][CH3:15])[CH:13]=2)=[C:4]([NH:16][C:17]2[C:26]3[C:21](=[CH:22][C:23]([F:28])=[CH:24][C:25]=3[F:27])[N:20]=[C:19]([N:29]3[CH2:33][CH2:32][CH2:31][C:30]3=[O:34])[C:18]=2[CH3:35])[CH:3]=1.[O:36]1[CH2:41][CH:40]=[C:39](B2OC(C)(C)C(C)(C)O2)[CH2:38][CH2:37]1.C1(P(C2CCCCC2)C2(OC)CC=CC(OC)=C2C2C=CC=CC=2)CCCCC1.COC1C=CC=C(OC)C=1C1C=CC=CC=1P(C1CCCCC1)C1CCCCC1.[O-]P([O-])([O-])=O.[K+].[K+].[K+].